This data is from Full USPTO retrosynthesis dataset with 1.9M reactions from patents (1976-2016). The task is: Predict the reactants needed to synthesize the given product. Given the product [NH2:1][CH2:4][CH2:5][O:6][C@@H:7]([C:21]1[CH:26]=[CH:25][CH:24]=[C:23]([Cl:27])[CH:22]=1)[C@@H:8]1[CH2:13][CH2:12][CH2:11][N:10]([C:14]([O:16][C:17]([CH3:20])([CH3:18])[CH3:19])=[O:15])[CH2:9]1, predict the reactants needed to synthesize it. The reactants are: [N:1]([CH2:4][CH2:5][O:6][C@@H:7]([C:21]1[CH:26]=[CH:25][CH:24]=[C:23]([Cl:27])[CH:22]=1)[C@@H:8]1[CH2:13][CH2:12][CH2:11][N:10]([C:14]([O:16][C:17]([CH3:20])([CH3:19])[CH3:18])=[O:15])[CH2:9]1)=[N+]=[N-].C1(P(C2C=CC=CC=2)C2C=CC=CC=2)C=CC=CC=1.